This data is from Full USPTO retrosynthesis dataset with 1.9M reactions from patents (1976-2016). The task is: Predict the reactants needed to synthesize the given product. (1) Given the product [OH:23][CH2:22][CH2:24][NH:25][C:2]1[N:11]=[C:10]([N:12]([C:14]2[CH:15]=[N:16][C:17]([O:20][CH3:21])=[CH:18][CH:19]=2)[CH3:13])[C:9]2[C:4](=[CH:5][CH:6]=[CH:7][CH:8]=2)[N:3]=1, predict the reactants needed to synthesize it. The reactants are: Cl[C:2]1[N:11]=[C:10]([N:12]([C:14]2[CH:15]=[N:16][C:17]([O:20][CH3:21])=[CH:18][CH:19]=2)[CH3:13])[C:9]2[C:4](=[CH:5][CH:6]=[CH:7][CH:8]=2)[N:3]=1.[CH2:22]([CH2:24][NH2:25])[OH:23]. (2) Given the product [CH3:31][C:30]1[N:32]=[C:25]([CH:11]2[CH2:12][CH:13]([C:15]3[CH:20]=[CH:19][C:18]([C:21]([F:24])([F:22])[F:23])=[CH:17][CH:16]=3)[CH2:14][N:9]([C:7]([N:1]3[CH2:2][CH2:3][O:4][CH2:5][CH2:6]3)=[O:8])[CH2:10]2)[O:26][N:29]=1, predict the reactants needed to synthesize it. The reactants are: [N:1]1([C:7]([N:9]2[CH2:14][CH:13]([C:15]3[CH:20]=[CH:19][C:18]([C:21]([F:24])([F:23])[F:22])=[CH:17][CH:16]=3)[CH2:12][CH:11]([C:25](O)=[O:26])[CH2:10]2)=[O:8])[CH2:6][CH2:5][O:4][CH2:3][CH2:2]1.O[NH:29][C:30](=[NH:32])[CH3:31]. (3) Given the product [CH2:31]([N:27]1[CH:28]([CH3:30])[CH2:29][CH:25]([CH2:24][N:7]2[C:8]3[C:4](=[CH:3][C:2]([Br:1])=[CH:10][CH:9]=3)[CH:5]=[CH:6]2)[CH2:26]1)[C:32]1[CH:37]=[CH:36][CH:35]=[CH:34][CH:33]=1, predict the reactants needed to synthesize it. The reactants are: [Br:1][C:2]1[CH:3]=[C:4]2[C:8](=[CH:9][CH:10]=1)[NH:7][CH:6]=[CH:5]2.[H-].[Na+].CC1C=CC(S(O[CH2:24][CH:25]2[CH2:29][CH:28]([CH3:30])[N:27]([CH2:31][C:32]3[CH:37]=[CH:36][CH:35]=[CH:34][CH:33]=3)[CH2:26]2)(=O)=O)=CC=1.C(OCC)(=O)C.CCCCCC.